This data is from Full USPTO retrosynthesis dataset with 1.9M reactions from patents (1976-2016). The task is: Predict the reactants needed to synthesize the given product. (1) Given the product [CH3:14][C:15]1[C:35]([C:2]2[CH:7]=[CH:6][C:5]([C:8]3[N:12]=[C:11]([CH3:13])[O:10][N:9]=3)=[CH:4][CH:3]=2)=[CH:34][C:18]([C:19]([NH:21][C:22]2[CH:27]=[CH:26][CH:25]=[C:24]([N:28]3[CH2:33][CH2:32][O:31][CH2:30][CH2:29]3)[CH:23]=2)=[O:20])=[CH:17][CH:16]=1, predict the reactants needed to synthesize it. The reactants are: Br[C:2]1[CH:7]=[CH:6][C:5]([C:8]2[N:12]=[C:11]([CH3:13])[O:10][N:9]=2)=[CH:4][CH:3]=1.[CH3:14][C:15]1[CH:35]=[CH:34][C:18]([C:19]([NH:21][C:22]2[CH:27]=[CH:26][CH:25]=[C:24]([N:28]3[CH2:33][CH2:32][O:31][CH2:30][CH2:29]3)[CH:23]=2)=[O:20])=[CH:17][C:16]=1B1OC(C)(C)C(C)(C)O1. (2) Given the product [CH3:7][C:6]1[C:2]([NH:1][C:23](=[O:24])[C:22]([F:33])([F:32])[F:21])=[C:3]([C:8]([O:10][CH3:11])=[O:9])[S:4][CH:5]=1, predict the reactants needed to synthesize it. The reactants are: [NH2:1][C:2]1[C:6]([CH3:7])=[CH:5][S:4][C:3]=1[C:8]([O:10][CH3:11])=[O:9].C(N(C(C)C)CC)(C)C.[F:21][C:22]([F:33])([F:32])[C:23](O[C:23](=[O:24])[C:22]([F:33])([F:32])[F:21])=[O:24]. (3) Given the product [NH:32]1[C:27]2[CH:28]=[CH:29][CH:30]=[CH:31][C:26]=2[N:33]=[C:23]1[CH2:22][CH:17]1[CH2:18][CH2:19][CH2:20][CH2:21][N:16]1[C:14]([C:9]1[N:10]=[C:11]([CH3:13])[S:12][C:8]=1[C:5]1[CH:6]=[CH:7][C:2]([F:1])=[CH:3][CH:4]=1)=[O:15], predict the reactants needed to synthesize it. The reactants are: [F:1][C:2]1[CH:7]=[CH:6][C:5]([C:8]2[S:12][C:11]([CH3:13])=[N:10][C:9]=2[C:14]([N:16]2[CH2:21][CH2:20][CH2:19][CH2:18][CH:17]2[CH2:22][C:23](O)=O)=[O:15])=[CH:4][CH:3]=1.[C:26]1([NH2:33])[C:27]([NH2:32])=[CH:28][CH:29]=[CH:30][CH:31]=1.C([O-])([O-])=O.[K+].[K+]. (4) Given the product [CH:8]1([C:6]2[N:5]=[C:4]([C:11]3[CH:16]=[CH:15][CH:14]=[CH:13][C:12]=3[C:17]([F:20])([F:19])[F:18])[N:3]=[C:2]([NH:30][C:23]3[C:24]4[C:25](=[N:26][CH:27]=[CH:28][CH:29]=4)[NH:21][N:22]=3)[CH:7]=2)[CH2:10][CH2:9]1, predict the reactants needed to synthesize it. The reactants are: Cl[C:2]1[CH:7]=[C:6]([CH:8]2[CH2:10][CH2:9]2)[N:5]=[C:4]([C:11]2[CH:16]=[CH:15][CH:14]=[CH:13][C:12]=2[C:17]([F:20])([F:19])[F:18])[N:3]=1.[NH:21]1[C:25]2=[N:26][CH:27]=[CH:28][CH:29]=[C:24]2[C:23]([NH2:30])=[N:22]1.O.C(=O)(O)[O-].[Na+]. (5) The reactants are: [CH3:1]C([O-])(C)C.[K+].[Br:7][C:8]1[CH:9]=[C:10]([C:14]([C:16]2[CH:21]=[CH:20][CH:19]=[C:18]([Br:22])[CH:17]=2)=[O:15])[CH:11]=[CH:12][CH:13]=1.[I-].C[S+](C)C. Given the product [Br:7][C:8]1[CH:9]=[C:10]([C:14]2([C:16]3[CH:21]=[CH:20][CH:19]=[C:18]([Br:22])[CH:17]=3)[CH2:1][O:15]2)[CH:11]=[CH:12][CH:13]=1, predict the reactants needed to synthesize it. (6) Given the product [Br:15][C:14]1[C:6]([O:5][CH2:4][CH:3]([O:27][CH:28]([O:30][CH2:31][CH3:32])[CH3:29])[CH2:2][Br:1])=[CH:7][CH:8]=[C:9]2[C:13]=1[N:12]([CH2:16][C@@H:17]([O:19][Si:20]([C:23]([CH3:26])([CH3:25])[CH3:24])([CH3:21])[CH3:22])[CH3:18])[N:11]=[CH:10]2, predict the reactants needed to synthesize it. The reactants are: [Br:1][CH2:2][CH:3]([OH:27])[CH2:4][O:5][C:6]1[C:14]([Br:15])=[C:13]2[C:9]([CH:10]=[N:11][N:12]2[CH2:16][C@@H:17]([O:19][Si:20]([C:23]([CH3:26])([CH3:25])[CH3:24])([CH3:22])[CH3:21])[CH3:18])=[CH:8][CH:7]=1.[CH:28]([O:30][CH2:31][CH3:32])=[CH2:29]. (7) Given the product [F:30][CH:28]([F:29])[O:27][C:24]1[CH:25]=[CH:26][C:21]([C:18]2[CH:19]=[N:20][C:15]([NH:14][C:12]3[CH:11]=[CH:10][C:9]([CH3:31])=[C:8]([CH:13]=3)[CH2:7][CH2:6][N:32]3[CH2:37][CH2:36][CH:35]([C:38]([O:40][CH2:41][CH3:42])=[O:39])[CH2:34][CH2:33]3)=[N:16][CH:17]=2)=[CH:22][CH:23]=1, predict the reactants needed to synthesize it. The reactants are: CS(O[CH2:6][CH2:7][C:8]1[CH:13]=[C:12]([NH:14][C:15]2[N:20]=[CH:19][C:18]([C:21]3[CH:26]=[CH:25][C:24]([O:27][CH:28]([F:30])[F:29])=[CH:23][CH:22]=3)=[CH:17][N:16]=2)[CH:11]=[CH:10][C:9]=1[CH3:31])(=O)=O.[NH:32]1[CH2:37][CH2:36][CH:35]([C:38]([O:40][CH2:41][CH3:42])=[O:39])[CH2:34][CH2:33]1.